From a dataset of Forward reaction prediction with 1.9M reactions from USPTO patents (1976-2016). Predict the product of the given reaction. (1) Given the reactants [S:1]1[C:5]2[C:6](O)=[CH:7][C:8]([OH:10])=[CH:9][C:4]=2[CH:3]=[CH:2]1.[C:12](=[O:15])([O-])[O-].[K+].[K+].I[CH3:19].N, predict the reaction product. The product is: [CH3:19][O:10][C:8]1[CH:7]=[C:6]([O:15][CH3:12])[C:5]2[S:1][CH:2]=[CH:3][C:4]=2[CH:9]=1. (2) Given the reactants CN1CCN(C([O:10][CH:11]2[N:20]([C:21]3[CH:26]=[CH:25][C:24]([Cl:27])=[CH:23][N:22]=3)[C:18](=[O:19])[C:17]3[C:12]2=[N:13][CH:14]=[CH:15][N:16]=3)=O)CC1, predict the reaction product. The product is: [Cl:27][C:24]1[CH:25]=[CH:26][C:21]([N:20]2[CH:11]([OH:10])[C:12]3[C:17](=[N:16][CH:15]=[CH:14][N:13]=3)[C:18]2=[O:19])=[N:22][CH:23]=1. (3) Given the reactants [C:1]([O:4][CH2:5][C:6]([CH3:36])([CH3:35])[CH2:7][N:8]1[C:14]2[CH:15]=[CH:16][C:17]([Cl:19])=[CH:18][C:13]=2[C@@H:12]([C:20]2[CH:25]=[CH:24][CH:23]=[C:22]([O:26][CH3:27])[C:21]=2[O:28][CH3:29])[O:11][C@H:10]([CH2:30][C:31](O)=[O:32])[C:9]1=[O:34])(=[O:3])[CH3:2].C([N:39]([CH2:42][CH3:43])CC)C.Cl[C:45](OCC(C)C)=[O:46].Cl.N[C:54]1[CH:55]=[C:56]([CH2:62][C:63]([O:65][CH3:66])=[O:64])[CH:57]=[CH:58][C:59]=1OC.N1C=CC=CC=1.Cl, predict the reaction product. The product is: [C:1]([O:4][CH2:5][C:6]([CH3:36])([CH3:35])[CH2:7][N:8]1[C:14]2[CH:15]=[CH:16][C:17]([Cl:19])=[CH:18][C:13]=2[C@@H:12]([C:20]2[CH:25]=[CH:24][CH:23]=[C:22]([O:26][CH3:27])[C:21]=2[O:28][CH3:29])[O:11][C@H:10]([CH2:30][C:31]([NH:39][C:42]2[CH:43]=[C:58]([CH2:57][CH2:56][CH2:62][C:63]([O:65][CH3:66])=[O:64])[CH:59]=[CH:54][C:55]=2[O:46][CH3:45])=[O:32])[C:9]1=[O:34])(=[O:3])[CH3:2]. (4) Given the reactants [Cl:1][C:2]1[CH:3]=[C:4]([C:8]#[C:9][C:10]2([OH:16])[CH2:15][CH2:14][NH:13][CH2:12][CH2:11]2)[CH:5]=[CH:6][CH:7]=1.Cl.[CH2:18]([N:20]1[CH2:25][CH2:24][CH2:23][C:22](=O)[CH2:21]1)[CH3:19].[Na].C(O[BH-](OC(=O)C)OC(=O)C)(=O)C.Cl, predict the reaction product. The product is: [Cl:1][C:2]1[CH:3]=[C:4]([C:8]#[C:9][C:10]2([OH:16])[CH2:15][CH2:14][N:13]([CH:22]3[CH2:23][CH2:24][CH2:25][N:20]([CH2:18][CH3:19])[CH2:21]3)[CH2:12][CH2:11]2)[CH:5]=[CH:6][CH:7]=1. (5) Given the reactants [NH2:1][C:2]1[N:10]=[CH:9][CH:8]=[CH:7][C:3]=1[C:4]([OH:6])=O.ON1C2C=CC=CC=2N=N1.CCN=C=NCCCN(C)C.[F:32][C:33]1[CH:40]=[CH:39][C:36]([CH2:37][NH2:38])=[CH:35][CH:34]=1, predict the reaction product. The product is: [F:32][C:33]1[CH:40]=[CH:39][C:36]([CH2:37][NH:38][C:4](=[O:6])[C:3]2[CH:7]=[CH:8][CH:9]=[N:10][C:2]=2[NH2:1])=[CH:35][CH:34]=1. (6) Given the reactants [Cl:1][C:2]1[CH:3]=[C:4]([CH:12]([CH2:16][CH:17]2[CH2:21][CH2:20][CH2:19][CH2:18]2)[C:13]([OH:15])=O)[CH:5]=[CH:6][C:7]=1[S:8]([CH3:11])(=[O:10])=[O:9].C(Cl)(=O)C(Cl)=O.[NH2:28][C:29]1[N:30]=[CH:31][C:32]([CH2:35][C:36]#[N:37])=[N:33][CH:34]=1.N1C=CC=CC=1, predict the reaction product. The product is: [Cl:1][C:2]1[CH:3]=[C:4]([CH:12]([CH2:16][CH:17]2[CH2:21][CH2:20][CH2:19][CH2:18]2)[C:13]([NH:28][C:29]2[CH:34]=[N:33][C:32]([CH2:35][C:36]#[N:37])=[CH:31][N:30]=2)=[O:15])[CH:5]=[CH:6][C:7]=1[S:8]([CH3:11])(=[O:9])=[O:10]. (7) Given the reactants [CH3:1][CH:2]([C:8]([C:10]1[CH:15]=[CH:14][N:13]=[CH:12][CH:11]=1)=O)[C:3]([O:5]CC)=O.Cl.[NH:17]1[CH2:22][CH2:21][CH2:20][N:19]=[C:18]1[NH2:23].C(=O)([O-])[O-].[K+].[K+].O, predict the reaction product. The product is: [CH3:1][C:2]1[C:3](=[O:5])[N:17]2[CH2:22][CH2:21][CH2:20][NH:19][C:18]2=[N:23][C:8]=1[C:10]1[CH:11]=[CH:12][N:13]=[CH:14][CH:15]=1. (8) The product is: [F:15][C:16]1[CH:24]=[CH:23][C:19]([C:20]([NH:14][C:2]2[CH:3]=[CH:4][C:5]3[O:6][C:7]4[CH2:13][CH2:12][CH2:11][CH2:10][C:8]=4[C:9]=3[CH:1]=2)=[O:21])=[CH:18][CH:17]=1. Given the reactants [CH2:1]1[C:9]2[C:8]3[CH:10]=[CH:11][CH:12]=[CH:13][C:7]=3[O:6][C:5]=2[CH2:4][CH2:3][CH:2]1[NH2:14].[F:15][C:16]1[CH:24]=[CH:23][C:19]([C:20](Cl)=[O:21])=[CH:18][CH:17]=1.N1C=CC=CC=1, predict the reaction product. (9) Given the reactants [F:1][C:2]1([F:10])[CH2:7][CH2:6][CH:5]([CH:8]=[O:9])[CH2:4][CH2:3]1.[CH:11]1([Mg]Cl)[CH2:16][CH2:15][CH2:14][CH2:13][CH2:12]1, predict the reaction product. The product is: [CH:11]1([CH:8]([CH:5]2[CH2:6][CH2:7][C:2]([F:10])([F:1])[CH2:3][CH2:4]2)[OH:9])[CH2:16][CH2:15][CH2:14][CH2:13][CH2:12]1. (10) Given the reactants [O:1]=[C:2]([CH3:15])[C:3]([C:5]1[CH:10]=[CH:9][C:8]([CH2:11][C:12]([OH:14])=O)=[CH:7][CH:6]=1)=[O:4].[NH2:16][CH2:17][CH2:18][NH:19][C:20]([O:22][CH2:23][CH:24]1[C:36]2[CH:35]=[CH:34][CH:33]=[CH:32][C:31]=2[C:30]2[C:25]1=[CH:26][CH:27]=[CH:28][CH:29]=2)=[O:21].CN(C(ON1N=NC2C=CC=CC1=2)=[N+](C)C)C.F[P-](F)(F)(F)(F)F.C(N(C(C)C)CC)(C)C, predict the reaction product. The product is: [CH:26]1[C:25]2[CH:24]([CH2:23][O:22][C:20]([NH:19][CH2:18][CH2:17][NH:16][C:12](=[O:14])[CH2:11][C:8]3[CH:7]=[CH:6][C:5]([C:3](=[O:4])[C:2](=[O:1])[CH3:15])=[CH:10][CH:9]=3)=[O:21])[C:36]3[C:31](=[CH:32][CH:33]=[CH:34][CH:35]=3)[C:30]=2[CH:29]=[CH:28][CH:27]=1.